This data is from Forward reaction prediction with 1.9M reactions from USPTO patents (1976-2016). The task is: Predict the product of the given reaction. (1) Given the reactants [CH2:1]([Si:8](Cl)([Cl:10])[Cl:9])[C:2]1[CH:7]=[CH:6][CH:5]=[CH:4][CH:3]=1.C[SiH](Cl)Cl.[Cl-].C([P+](CC)(CC)CC)C1C=CC=CC=1, predict the reaction product. The product is: [CH2:1]([SiH:8]([Cl:10])[Cl:9])[C:2]1[CH:7]=[CH:6][CH:5]=[CH:4][CH:3]=1. (2) Given the reactants Br[C:2]1[N:9]=[CH:8][CH:7]=[C:6]([Cl:10])[C:3]=1[CH:4]=[O:5].[C:11]1(=[O:24])[C:16]2=[CH:17][C:18]3[CH2:19][CH2:20][CH2:21][CH2:22][C:23]=3[N:15]2[CH2:14][CH2:13][NH:12]1.CC1(C)C2C(=C(P(C3C=CC=CC=3)C3C=CC=CC=3)C=CC=2)OC2C(P(C3C=CC=CC=3)C3C=CC=CC=3)=CC=CC1=2.C([O-])([O-])=O.[Cs+].[Cs+], predict the reaction product. The product is: [Cl:10][C:6]1[C:3]([CH:4]=[O:5])=[C:2]([N:12]2[CH2:13][CH2:14][N:15]3[C:23]4[CH2:22][CH2:21][CH2:20][CH2:19][C:18]=4[CH:17]=[C:16]3[C:11]2=[O:24])[N:9]=[CH:8][CH:7]=1.